Dataset: Retrosynthesis with 50K atom-mapped reactions and 10 reaction types from USPTO. Task: Predict the reactants needed to synthesize the given product. (1) Given the product CC(C)(C)OC(=O)N1CCN2C(=O)N(c3cccnc3)CC2C1, predict the reactants needed to synthesize it. The reactants are: CC(C)(C)OC(=O)N1CCN(C(=O)Nc2cccnc2)C(CO)C1. (2) Given the product CN(C)CCOc1ccc([N+](=O)[O-])nc1, predict the reactants needed to synthesize it. The reactants are: CN(C)CCCl.O=[N+]([O-])c1ccc(O)cn1. (3) Given the product CN1CC[C@@](O)(C#Cc2cccc(-c3nc(C(N)=O)n4c3CCCC4)c2)C1=O, predict the reactants needed to synthesize it. The reactants are: CCOC(=O)c1nc(-c2cccc(C#C[C@]3(O)CCN(C)C3=O)c2)c2n1CCCC2.N. (4) Given the product CC[C@](C)(O)[C@H]1CC[C@H]2[C@@H]3[C@@H](C)C[C@H]4N(C)C(=O)C=C[C@]4(C)[C@H]3CC[C@@]21C, predict the reactants needed to synthesize it. The reactants are: CC[C@](C)(O)[C@H]1CC[C@H]2[C@@H]3[C@@H](C)C[C@H]4NC(=O)C=C[C@]4(C)[C@H]3CC[C@@]21C.CI.